From a dataset of NCI-60 drug combinations with 297,098 pairs across 59 cell lines. Regression. Given two drug SMILES strings and cell line genomic features, predict the synergy score measuring deviation from expected non-interaction effect. (1) Drug 1: CC12CCC3C(C1CCC2=O)CC(=C)C4=CC(=O)C=CC34C. Drug 2: C1=CC(=CC=C1CCC2=CNC3=C2C(=O)NC(=N3)N)C(=O)NC(CCC(=O)O)C(=O)O. Cell line: SF-539. Synergy scores: CSS=59.5, Synergy_ZIP=0.862, Synergy_Bliss=0.500, Synergy_Loewe=1.08, Synergy_HSA=2.82. (2) Drug 1: C1CCN(CC1)CCOC2=CC=C(C=C2)C(=O)C3=C(SC4=C3C=CC(=C4)O)C5=CC=C(C=C5)O. Drug 2: C#CCC(CC1=CN=C2C(=N1)C(=NC(=N2)N)N)C3=CC=C(C=C3)C(=O)NC(CCC(=O)O)C(=O)O. Cell line: HS 578T. Synergy scores: CSS=-2.05, Synergy_ZIP=3.24, Synergy_Bliss=-0.208, Synergy_Loewe=-5.10, Synergy_HSA=-8.30. (3) Drug 1: CC1C(C(CC(O1)OC2CC(CC3=C2C(=C4C(=C3O)C(=O)C5=C(C4=O)C(=CC=C5)OC)O)(C(=O)CO)O)N)O.Cl. Drug 2: CC1OCC2C(O1)C(C(C(O2)OC3C4COC(=O)C4C(C5=CC6=C(C=C35)OCO6)C7=CC(=C(C(=C7)OC)O)OC)O)O. Cell line: SK-MEL-5. Synergy scores: CSS=37.7, Synergy_ZIP=9.19, Synergy_Bliss=10.1, Synergy_Loewe=-3.66, Synergy_HSA=7.84. (4) Drug 1: CC1C(C(CC(O1)OC2CC(OC(C2O)C)OC3=CC4=CC5=C(C(=O)C(C(C5)C(C(=O)C(C(C)O)O)OC)OC6CC(C(C(O6)C)O)OC7CC(C(C(O7)C)O)OC8CC(C(C(O8)C)O)(C)O)C(=C4C(=C3C)O)O)O)O. Drug 2: CC(C)CN1C=NC2=C1C3=CC=CC=C3N=C2N. Cell line: CAKI-1. Synergy scores: CSS=17.9, Synergy_ZIP=4.43, Synergy_Bliss=-1.68, Synergy_Loewe=0.923, Synergy_HSA=-0.426. (5) Drug 1: CC1CCC2CC(C(=CC=CC=CC(CC(C(=O)C(C(C(=CC(C(=O)CC(OC(=O)C3CCCCN3C(=O)C(=O)C1(O2)O)C(C)CC4CCC(C(C4)OC)OCCO)C)C)O)OC)C)C)C)OC. Drug 2: C(CN)CNCCSP(=O)(O)O. Cell line: SR. Synergy scores: CSS=7.64, Synergy_ZIP=-6.13, Synergy_Bliss=-2.00, Synergy_Loewe=-38.4, Synergy_HSA=-12.8.